Dataset: CYP2D6 inhibition data for predicting drug metabolism from PubChem BioAssay. Task: Regression/Classification. Given a drug SMILES string, predict its absorption, distribution, metabolism, or excretion properties. Task type varies by dataset: regression for continuous measurements (e.g., permeability, clearance, half-life) or binary classification for categorical outcomes (e.g., BBB penetration, CYP inhibition). Dataset: cyp2d6_veith. (1) The drug is CCC(CC)c1nnc(NC(=O)C2COc3ccccc3O2)s1. The result is 0 (non-inhibitor). (2) The molecule is COc1ccc(NC(=O)C2c3cc(OC)c(OC)cc3C(=O)N(C)C2c2cccnc2)cc1OC. The result is 0 (non-inhibitor). (3) The molecule is NC(=S)SCCC(=O)O. The result is 0 (non-inhibitor). (4) The drug is CC(=O)c1c(C)[nH]c(C(=O)COc2ccc(C#N)cc2)c1C. The result is 0 (non-inhibitor). (5) The molecule is CCc1ccc(NC(=O)Cn2nc(C(F)(F)F)c3c2CCC3)cc1. The result is 0 (non-inhibitor). (6) The molecule is CN(C)c1ncc2ncc(=O)n(C[C@H]3CCCO3)c2n1. The result is 0 (non-inhibitor).